Dataset: NCI-60 drug combinations with 297,098 pairs across 59 cell lines. Task: Regression. Given two drug SMILES strings and cell line genomic features, predict the synergy score measuring deviation from expected non-interaction effect. (1) Drug 1: C1=CC(=CC=C1C#N)C(C2=CC=C(C=C2)C#N)N3C=NC=N3. Drug 2: CC1CCCC2(C(O2)CC(NC(=O)CC(C(C(=O)C(C1O)C)(C)C)O)C(=CC3=CSC(=N3)C)C)C. Cell line: SK-MEL-5. Synergy scores: CSS=43.5, Synergy_ZIP=3.97, Synergy_Bliss=0.116, Synergy_Loewe=-19.8, Synergy_HSA=-1.06. (2) Drug 1: C1=NC2=C(N=C(N=C2N1C3C(C(C(O3)CO)O)F)Cl)N. Drug 2: CCC1(CC2CC(C3=C(CCN(C2)C1)C4=CC=CC=C4N3)(C5=C(C=C6C(=C5)C78CCN9C7C(C=CC9)(C(C(C8N6C)(C(=O)OC)O)OC(=O)C)CC)OC)C(=O)OC)O.OS(=O)(=O)O. Cell line: HL-60(TB). Synergy scores: CSS=3.72, Synergy_ZIP=-1.04, Synergy_Bliss=-0.429, Synergy_Loewe=-3.20, Synergy_HSA=-1.53. (3) Cell line: HT29. Drug 1: CC1OCC2C(O1)C(C(C(O2)OC3C4COC(=O)C4C(C5=CC6=C(C=C35)OCO6)C7=CC(=C(C(=C7)OC)O)OC)O)O. Drug 2: CS(=O)(=O)CCNCC1=CC=C(O1)C2=CC3=C(C=C2)N=CN=C3NC4=CC(=C(C=C4)OCC5=CC(=CC=C5)F)Cl. Synergy scores: CSS=66.2, Synergy_ZIP=6.46, Synergy_Bliss=6.30, Synergy_Loewe=6.48, Synergy_HSA=8.99. (4) Drug 1: CC1=C2C(C(=O)C3(C(CC4C(C3C(C(C2(C)C)(CC1OC(=O)C(C(C5=CC=CC=C5)NC(=O)OC(C)(C)C)O)O)OC(=O)C6=CC=CC=C6)(CO4)OC(=O)C)OC)C)OC. Drug 2: CCCCC(=O)OCC(=O)C1(CC(C2=C(C1)C(=C3C(=C2O)C(=O)C4=C(C3=O)C=CC=C4OC)O)OC5CC(C(C(O5)C)O)NC(=O)C(F)(F)F)O. Cell line: HS 578T. Synergy scores: CSS=74.6, Synergy_ZIP=20.4, Synergy_Bliss=19.8, Synergy_Loewe=-3.68, Synergy_HSA=20.4. (5) Cell line: COLO 205. Synergy scores: CSS=59.2, Synergy_ZIP=3.86, Synergy_Bliss=4.12, Synergy_Loewe=0.0218, Synergy_HSA=5.24. Drug 2: CC1=C2C(C(=O)C3(C(CC4C(C3C(C(C2(C)C)(CC1OC(=O)C(C(C5=CC=CC=C5)NC(=O)C6=CC=CC=C6)O)O)OC(=O)C7=CC=CC=C7)(CO4)OC(=O)C)O)C)OC(=O)C. Drug 1: COC1=CC(=CC(=C1O)OC)C2C3C(COC3=O)C(C4=CC5=C(C=C24)OCO5)OC6C(C(C7C(O6)COC(O7)C8=CC=CS8)O)O. (6) Drug 1: CCC1(CC2CC(C3=C(CCN(C2)C1)C4=CC=CC=C4N3)(C5=C(C=C6C(=C5)C78CCN9C7C(C=CC9)(C(C(C8N6C)(C(=O)OC)O)OC(=O)C)CC)OC)C(=O)OC)O.OS(=O)(=O)O. Drug 2: C1C(C(OC1N2C=NC3=C2NC=NCC3O)CO)O. Cell line: HOP-92. Synergy scores: CSS=-0.531, Synergy_ZIP=0.0341, Synergy_Bliss=-1.02, Synergy_Loewe=-6.99, Synergy_HSA=-3.56. (7) Drug 1: CC(C1=C(C=CC(=C1Cl)F)Cl)OC2=C(N=CC(=C2)C3=CN(N=C3)C4CCNCC4)N. Drug 2: CN(C)N=NC1=C(NC=N1)C(=O)N. Cell line: IGROV1. Synergy scores: CSS=14.1, Synergy_ZIP=-3.62, Synergy_Bliss=1.80, Synergy_Loewe=1.06, Synergy_HSA=1.61. (8) Drug 1: CCCS(=O)(=O)NC1=C(C(=C(C=C1)F)C(=O)C2=CNC3=C2C=C(C=N3)C4=CC=C(C=C4)Cl)F. Drug 2: CCN(CC)CCCC(C)NC1=C2C=C(C=CC2=NC3=C1C=CC(=C3)Cl)OC. Cell line: HT29. Synergy scores: CSS=67.8, Synergy_ZIP=4.39, Synergy_Bliss=3.07, Synergy_Loewe=4.12, Synergy_HSA=6.47. (9) Drug 1: CCC1=C2CN3C(=CC4=C(C3=O)COC(=O)C4(CC)O)C2=NC5=C1C=C(C=C5)O. Drug 2: CN(CC1=CN=C2C(=N1)C(=NC(=N2)N)N)C3=CC=C(C=C3)C(=O)NC(CCC(=O)O)C(=O)O. Cell line: OVCAR-5. Synergy scores: CSS=56.9, Synergy_ZIP=-2.90, Synergy_Bliss=0.453, Synergy_Loewe=-2.68, Synergy_HSA=1.47. (10) Drug 1: CC1=C(C=C(C=C1)NC(=O)C2=CC=C(C=C2)CN3CCN(CC3)C)NC4=NC=CC(=N4)C5=CN=CC=C5. Drug 2: C(=O)(N)NO. Cell line: MCF7. Synergy scores: CSS=-3.68, Synergy_ZIP=1.94, Synergy_Bliss=-1.69, Synergy_Loewe=-4.31, Synergy_HSA=-5.78.